From a dataset of Full USPTO retrosynthesis dataset with 1.9M reactions from patents (1976-2016). Predict the reactants needed to synthesize the given product. (1) Given the product [F:1][C:2]1[CH:3]=[C:4]([NH:5][C:15](=[O:16])[O:14][C:11]([CH3:13])([CH3:12])[CH3:10])[CH:6]=[CH:7][C:8]=1[F:9], predict the reactants needed to synthesize it. The reactants are: [F:1][C:2]1[CH:3]=[C:4]([CH:6]=[CH:7][C:8]=1[F:9])[NH2:5].[CH3:10][C:11]([O:14][C:15](O[C:15]([O:14][C:11]([CH3:13])([CH3:12])[CH3:10])=[O:16])=[O:16])([CH3:13])[CH3:12]. (2) Given the product [Cl:30][C:31]1[CH:36]=[CH:35][C:34]([N:5]2[CH:6]=[CH:7][C:3]([C:2]([F:1])([F:12])[F:13])=[C:4]2[C:8]([O:10][CH3:11])=[O:9])=[CH:33][CH:32]=1.[Cl:30][C:31]1[CH:36]=[CH:35][C:34]([N:22]2[CH:23]=[CH:24][C:20]([C:15]([F:14])([F:29])[C:16]([F:19])([F:18])[F:17])=[C:21]2[C:25]([O:27][CH3:28])=[O:26])=[CH:33][CH:32]=1, predict the reactants needed to synthesize it. The reactants are: [F:1][C:2]([F:13])([F:12])[C:3]1[CH:7]=[CH:6][NH:5][C:4]=1[C:8]([O:10][CH3:11])=[O:9].[F:14][C:15]([F:29])([C:20]1[CH:24]=[CH:23][NH:22][C:21]=1[C:25]([O:27][CH3:28])=[O:26])[C:16]([F:19])([F:18])[F:17].[Cl:30][C:31]1[CH:36]=[CH:35][C:34](B(O)O)=[CH:33][CH:32]=1.N1C=CC=CC=1. (3) Given the product [C:19]1(=[O:28])[C:20]2[C:25](=[CH:24][CH:23]=[CH:22][CH:21]=2)[C:26](=[O:27])[NH:18]1, predict the reactants needed to synthesize it. The reactants are: COC1N=CC(C2N=C(C)NC=2CCCC[N:18]2[C:26](=[O:27])[C:25]3[C:20](=[CH:21][CH:22]=[CH:23][CH:24]=3)[C:19]2=[O:28])=CC=1.COC1C=CC(C2N=C(C)NC=2)=CN=1.C(=O)([O-])[O-].[K+].[K+].BrCCCCN1C(=O)C2=CC=CC=C2C1=O. (4) Given the product [O:16]1[CH:17]=[CH:18][CH:19]=[C:15]1[C:11]1[O:12][C:13]([CH3:14])=[C:9]([CH2:8][O:7][C:6]2[CH:20]=[CH:21][C:3]([CH2:2][O:24][C:25]3[C:29]([CH2:30][CH:31]4[S:35][C:34](=[O:36])[N:33]([CH3:44])[C:32]4=[O:37])=[CH:28][N:27]([C:38]4[CH:39]=[CH:40][CH:41]=[CH:42][CH:43]=4)[N:26]=3)=[CH:4][C:5]=2[O:22][CH3:23])[N:10]=1, predict the reactants needed to synthesize it. The reactants are: Cl[CH2:2][C:3]1[CH:21]=[CH:20][C:6]([O:7][CH2:8][C:9]2[N:10]=[C:11]([C:15]3[O:16][CH:17]=[CH:18][CH:19]=3)[O:12][C:13]=2[CH3:14])=[C:5]([O:22][CH3:23])[CH:4]=1.[OH:24][C:25]1[C:29]([CH2:30][CH:31]2[S:35][C:34](=[O:36])[NH:33][C:32]2=[O:37])=[CH:28][N:27]([C:38]2[CH:43]=[CH:42][CH:41]=[CH:40][CH:39]=2)[N:26]=1.[CH3:44]N(C)C=O.[H-].[Na+].